From a dataset of Forward reaction prediction with 1.9M reactions from USPTO patents (1976-2016). Predict the product of the given reaction. Given the reactants [Br:1][C:2]1[CH:6]=[C:5]([CH3:7])[NH:4][N:3]=1.[H-].[Na+].Cl[C:11]1[CH:16]=[CH:15][N:14]=[C:13]([C:17]([F:20])([F:19])[F:18])[N:12]=1, predict the reaction product. The product is: [Br:1][C:2]1[CH:6]=[C:5]([CH3:7])[N:4]([C:11]2[CH:16]=[CH:15][N:14]=[C:13]([C:17]([F:20])([F:19])[F:18])[N:12]=2)[N:3]=1.